Task: Predict the product of the given reaction.. Dataset: Forward reaction prediction with 1.9M reactions from USPTO patents (1976-2016) Given the reactants Br[C:2]1[N:6]2[N:7]=[C:8]([C:11]3[CH:12]=[C:13]([C:18]([F:21])([F:20])[F:19])[C:14]([NH2:17])=[N:15][CH:16]=3)[CH:9]=[CH:10][C:5]2=[N:4][CH:3]=1.[OH:22][CH2:23][C:24]1[CH:29]=[CH:28][C:27](B(O)O)=[CH:26][CH:25]=1.C([O-])([O-])=O.[K+].[K+].[O-]S([O-])(=O)=O.[Na+].[Na+], predict the reaction product. The product is: [NH2:17][C:14]1[N:15]=[CH:16][C:11]([C:8]2[CH:9]=[CH:10][C:5]3[N:6]([C:2]([C:27]4[CH:28]=[CH:29][C:24]([CH2:23][OH:22])=[CH:25][CH:26]=4)=[CH:3][N:4]=3)[N:7]=2)=[CH:12][C:13]=1[C:18]([F:21])([F:20])[F:19].